Dataset: Forward reaction prediction with 1.9M reactions from USPTO patents (1976-2016). Task: Predict the product of the given reaction. (1) Given the reactants Br[C:2]1[CH:3]=[C:4]2[C:8](=[C:9]([C:11]([NH2:13])=[O:12])[CH:10]=1)[NH:7][CH:6]=[C:5]2[CH:14]1[CH2:19][CH2:18][S:17](=[O:21])(=[O:20])[CH2:16][CH2:15]1.[C:22]1(B(O)O)[CH:27]=[CH:26][CH:25]=[CH:24][CH:23]=1.C([O-])([O-])=O.[K+].[K+], predict the reaction product. The product is: [O:20]=[S:17]1(=[O:21])[CH2:18][CH2:19][CH:14]([C:5]2[C:4]3[C:8](=[C:9]([C:11]([NH2:13])=[O:12])[CH:10]=[C:2]([C:22]4[CH:27]=[CH:26][CH:25]=[CH:24][CH:23]=4)[CH:3]=3)[NH:7][CH:6]=2)[CH2:15][CH2:16]1. (2) Given the reactants [Cl:1][C:2]1[CH:7]=[CH:6][C:5]([C:8]2[C:17]3[C:12](=[CH:13][CH:14]=[CH:15][CH:16]=3)[C:11]([NH:18][C:19]3[CH:24]=[CH:23][C:22]([S:25][C:26]4[C:35]5[C:30](=[CH:31][C:32]([O:38][CH3:39])=[C:33]([O:36]C)[N:34]=5)[N:29]=[CH:28][CH:27]=4)=[CH:21][CH:20]=3)=[N:10][N:9]=2)=[CH:4][CH:3]=1.Br.CC(O)=O.[OH-].[Na+], predict the reaction product. The product is: [Cl:1][C:2]1[CH:3]=[CH:4][C:5]([C:8]2[C:17]3[C:12](=[CH:13][CH:14]=[CH:15][CH:16]=3)[C:11]([NH:18][C:19]3[CH:20]=[CH:21][C:22]([S:25][C:26]4[CH:27]=[CH:28][N:29]=[C:30]5[C:35]=4[NH:34][C:33](=[O:36])[C:32]([O:38][CH3:39])=[CH:31]5)=[CH:23][CH:24]=3)=[N:10][N:9]=2)=[CH:6][CH:7]=1. (3) The product is: [ClH:31].[CH2:2]([N:9]([C@@H:10]([CH2:12][CH:13]([C:14]1[CH:19]=[CH:18][C:17]([O:20][CH3:21])=[CH:16][CH:15]=1)[C:22]1[CH:23]=[CH:24][C:25]([O:28][CH3:29])=[CH:26][CH:27]=1)[CH3:11])[CH2:44][C@H:43]([OH:45])[CH2:42][O:35][C:36]1[CH:41]=[CH:40][CH:39]=[CH:38][CH:37]=1)[C:3]1[CH:4]=[CH:5][CH:6]=[CH:7][CH:8]=1. Given the reactants Cl.[CH2:2]([NH:9][C@@H:10]([CH2:12][CH:13]([C:22]1[CH:27]=[CH:26][C:25]([O:28][CH3:29])=[CH:24][CH:23]=1)[C:14]1[CH:19]=[CH:18][C:17]([O:20][CH3:21])=[CH:16][CH:15]=1)[CH3:11])[C:3]1[CH:8]=[CH:7][CH:6]=[CH:5][CH:4]=1.[Sn](Cl)(Cl)(Cl)[Cl:31].[O:35]([CH2:42][C@H:43]1[O:45][CH2:44]1)[C:36]1[CH:41]=[CH:40][CH:39]=[CH:38][CH:37]=1.Cl, predict the reaction product. (4) Given the reactants C[Si]([N-][Si](C)(C)C)(C)C.[Na+].[Cl:11][C:12]1[CH:17]=[CH:16][C:15]([C:18]2([CH2:24][C:25]([N:27]3[C@@H:31]([C:32]4[CH:37]=[CH:36][CH:35]=[CH:34][CH:33]=4)[CH2:30][O:29][C:28]3=[O:38])=[O:26])[CH2:23][CH2:22][O:21][CH2:20][CH2:19]2)=[CH:14][CH:13]=1.CC(C1C=C(C(C)C)C(S([N:54]=[N+:55]=[N-:56])(=O)=O)=C(C(C)C)C=1)C.C(O)(=O)C, predict the reaction product. The product is: [N:54]([C@@H:24]([C:18]1([C:15]2[CH:16]=[CH:17][C:12]([Cl:11])=[CH:13][CH:14]=2)[CH2:23][CH2:22][O:21][CH2:20][CH2:19]1)[C:25]([N:27]1[C@@H:31]([C:32]2[CH:33]=[CH:34][CH:35]=[CH:36][CH:37]=2)[CH2:30][O:29][C:28]1=[O:38])=[O:26])=[N+:55]=[N-:56]. (5) The product is: [CH3:1][N:2]1[C:14]2[C:13]3[N:12]=[C:11]([NH:15][C:16]4[CH:21]=[CH:20][C:19]([Br:22])=[CH:18][C:17]=4[O:23][C:24]([F:25])([F:26])[F:27])[N:10]=[CH:9][C:8]=3[CH2:7][CH2:6][C:5]=2[C:4]([C:28]([NH2:36])=[O:30])=[N:3]1. Given the reactants [CH3:1][N:2]1[C:14]2[C:13]3[N:12]=[C:11]([NH:15][C:16]4[CH:21]=[CH:20][C:19]([Br:22])=[CH:18][C:17]=4[O:23][C:24]([F:27])([F:26])[F:25])[N:10]=[CH:9][C:8]=3[CH2:7][CH2:6][C:5]=2[C:4]([C:28]([O:30]CC)=O)=[N:3]1.[Cl-].[NH4+].[Li][N:36]([Si](C)(C)C)[Si](C)(C)C, predict the reaction product. (6) Given the reactants [Br:1][C:2]1[CH:11]=[CH:10][CH:9]=[CH:8][C:3]=1C(OC)=O.[CH3:12][Mg]Br.CC[O:17][CH2:18][CH3:19], predict the reaction product. The product is: [Br:1][C:2]1[CH:11]=[CH:10][CH:9]=[CH:8][C:3]=1[C:18]([OH:17])([CH3:19])[CH3:12]. (7) Given the reactants C([O:8][C:9]1[CH:10]=[C:11]([C:20](=[O:26])[CH:21](OCC)O)[C:12]2[O:17][CH2:16][C:15](=[O:18])[NH:14][C:13]=2[CH:19]=1)C1C=CC=CC=1.[CH3:27][C:28]([NH2:48])([CH3:47])[CH2:29][CH2:30][N:31]1[C:35]([CH3:36])=[N:34][C:33]([C:37]2[CH:42]=[CH:41][C:40]([C:43]([F:46])([F:45])[F:44])=[CH:39][CH:38]=2)=[N:32]1.FC(F)(F)C([O-])=O, predict the reaction product. The product is: [CH3:47][C:28]([NH:48][CH2:21][CH:20]([C:11]1[C:12]2[O:17][CH2:16][C:15](=[O:18])[NH:14][C:13]=2[CH:19]=[C:9]([OH:8])[CH:10]=1)[OH:26])([CH3:27])[CH2:29][CH2:30][N:31]1[C:35]([CH3:36])=[N:34][C:33]([C:37]2[CH:42]=[CH:41][C:40]([C:43]([F:46])([F:45])[F:44])=[CH:39][CH:38]=2)=[N:32]1. (8) Given the reactants Cl.C([NH:5][C:6]1[CH:7]=[C:8]2[C:13](=[CH:14][CH:15]=1)[CH2:12][CH:11]([CH2:16][N:17]([CH3:19])[CH3:18])[CH2:10][CH2:9]2)(=O)C.Cl.[OH-].[Na+], predict the reaction product. The product is: [NH2:5][C:6]1[CH:7]=[C:8]2[C:13](=[CH:14][CH:15]=1)[CH2:12][CH:11]([CH2:16][N:17]([CH3:19])[CH3:18])[CH2:10][CH2:9]2. (9) Given the reactants Br[C:2]1[CH:3]=[C:4]2[C:8](=[CH:9][CH:10]=1)[CH2:7][N:6](C(OC(C)(C)C)=O)[CH2:5]2.C([O-])(=O)C.[K+].CC1(C)C(C)(C)OB(B2OC(C)(C)C(C)(C)O2)O1.Br[C:42]1[S:43][C:44]([C:47]2[CH:52]=[CH:51][C:50]([O:53][CH:54]([CH3:56])[CH3:55])=[C:49]([Cl:57])[CH:48]=2)=[N:45][N:46]=1.C([O-])(O)=O.[Na+].[F:63][C:64]([F:69])([F:68])[C:65]([OH:67])=[O:66], predict the reaction product. The product is: [F:63][C:64]([F:69])([F:68])[C:65]([OH:67])=[O:66].[Cl:57][C:49]1[CH:48]=[C:47]([C:44]2[S:43][C:42]([C:2]3[CH:3]=[C:4]4[C:8](=[CH:9][CH:10]=3)[CH2:7][NH:6][CH2:5]4)=[N:46][N:45]=2)[CH:52]=[CH:51][C:50]=1[O:53][CH:54]([CH3:55])[CH3:56]. (10) Given the reactants [Cl:1][C:2]1[C:3]([C:19]([F:22])([F:21])[F:20])=[N:4][N:5]([CH3:18])[C:6]=1[C:7]1[CH:12]=[C:11]([N+:13]([O-])=O)[CH:10]=[CH:9][C:8]=1[O:16][CH3:17], predict the reaction product. The product is: [Cl:1][C:2]1[C:3]([C:19]([F:22])([F:20])[F:21])=[N:4][N:5]([CH3:18])[C:6]=1[C:7]1[CH:12]=[C:11]([NH2:13])[CH:10]=[CH:9][C:8]=1[O:16][CH3:17].